This data is from Catalyst prediction with 721,799 reactions and 888 catalyst types from USPTO. The task is: Predict which catalyst facilitates the given reaction. (1) Reactant: [Br:1][C:2]1[CH:10]=[CH:9][C:5](C(O)=O)=[C:4]([F:11])[CH:3]=1.[CH3:12][Mg]Cl.CC[O:17][CH2:18][CH3:19].[Cl-].[NH4+].Cl. Product: [Br:1][C:2]1[CH:10]=[CH:9][C:5]([C:18]([OH:17])([CH3:19])[CH3:12])=[C:4]([F:11])[CH:3]=1. The catalyst class is: 54. (2) Reactant: CC(C)([O-])C.[K+].[C:7]([C:10]1[CH:24]=[CH:23][C:13]([O:14][C:15]2[CH:22]=[CH:21][C:18]([C:19]#[N:20])=[CH:17][CH:16]=2)=[CH:12][C:11]=1[Cl:25])(=O)[CH3:8].[Cl-].COC[P+](C1C=CC=CC=1)(C1C=CC=CC=1)C1C=CC=CC=1.Cl.[C:50]([O-:53])(O)=O.[Na+]. Product: [Cl:25][C:11]1[CH:12]=[C:13]([CH:23]=[CH:24][C:10]=1[CH:7]([CH3:8])[CH:50]=[O:53])[O:14][C:15]1[CH:22]=[CH:21][C:18]([C:19]#[N:20])=[CH:17][CH:16]=1. The catalyst class is: 1.